This data is from Catalyst prediction with 721,799 reactions and 888 catalyst types from USPTO. The task is: Predict which catalyst facilitates the given reaction. (1) Reactant: [OH:1][C@H:2]1[CH2:6][N:5]([C:7](=[O:12])[C@@H:8]([NH:10][CH3:11])[CH3:9])[C@H:4]([C:13]([NH:15][CH2:16][C:17]2[CH:22]=[CH:21][C:20]([C:23]3[S:27][CH:26]=[N:25][C:24]=3[CH3:28])=[CH:19][CH:18]=2)=[O:14])[CH2:3]1.CCN(C(C)C)C(C)C.[CH3:38][C:39]1([C:43](O)=[O:44])[CH2:42][O:41][CH2:40]1.CN(C(ON1N=NC2C=CC=NC1=2)=[N+](C)C)C.F[P-](F)(F)(F)(F)F. Product: [CH3:11][N:10]([C@@H:8]([CH3:9])[C:7]([N:5]1[CH2:6][C@H:2]([OH:1])[CH2:3][C@H:4]1[C:13]([NH:15][CH2:16][C:17]1[CH:22]=[CH:21][C:20]([C:23]2[S:27][CH:26]=[N:25][C:24]=2[CH3:28])=[CH:19][CH:18]=1)=[O:14])=[O:12])[C:43]([C:39]1([CH3:38])[CH2:42][O:41][CH2:40]1)=[O:44]. The catalyst class is: 3. (2) The catalyst class is: 50. Product: [CH3:38][O:37][C:31]1[CH:30]=[C:29]([CH:34]=[CH:33][C:32]=1[O:35][CH3:36])[CH2:28][N:13]1[C:12](=[O:39])[C:11]2[C:16](=[CH:17][CH:18]=[C:9]([OH:8])[CH:10]=2)[N:15]([CH:19]2[CH2:24][CH2:23][N:22]([CH:25]=[O:26])[CH2:21][CH2:20]2)[C:14]1=[O:27]. Reactant: C([O:8][C:9]1[CH:10]=[C:11]2[C:16](=[CH:17][CH:18]=1)[N:15]([CH:19]1[CH2:24][CH2:23][N:22]([CH:25]=[O:26])[CH2:21][CH2:20]1)[C:14](=[O:27])[N:13]([CH2:28][C:29]1[CH:34]=[CH:33][C:32]([O:35][CH3:36])=[C:31]([O:37][CH3:38])[CH:30]=1)[C:12]2=[O:39])C1C=CC=CC=1.C([O-])=O.[NH4+]. (3) Reactant: [NH:1]1[C:5]2=[N:6][CH:7]=[CH:8][CH:9]=[C:4]2[CH:3]=[CH:2]1.[OH-].[K+].[OH:12][C@@H:13]1[CH2:18][CH2:17][CH2:16][CH2:15][C@H:14]1[NH:19][C:20]1[S:21][C:22]2[CH:28]=[C:27]([CH:29]=[O:30])[CH:26]=[CH:25][C:23]=2[N:24]=1.[CH3:31]O. Product: [CH3:31][O:30][CH:29]([C:3]1[C:4]2[C:5](=[N:6][CH:7]=[CH:8][CH:9]=2)[NH:1][CH:2]=1)[C:27]1[CH:26]=[CH:25][C:23]2[N:24]=[C:20]([NH:19][C@@H:14]3[CH2:15][CH2:16][CH2:17][CH2:18][C@H:13]3[OH:12])[S:21][C:22]=2[CH:28]=1. The catalyst class is: 25. (4) Reactant: [C:1]([C:5]1[CH:10]=[CH:9][C:8]([CH:11]=[CH:12][C:13](O)=O)=[CH:7][CH:6]=1)([CH3:4])([CH3:3])[CH3:2].[Br:16][C:17]1[CH:18]=[C:19]([NH2:24])[C:20]([NH2:23])=[CH:21][CH:22]=1. Product: [Br:16][C:17]1[CH:22]=[CH:21][C:20]2[NH:23][C:13](/[CH:12]=[CH:11]/[C:8]3[CH:9]=[CH:10][C:5]([C:1]([CH3:4])([CH3:3])[CH3:2])=[CH:6][CH:7]=3)=[N:24][C:19]=2[CH:18]=1. The catalyst class is: 265. (5) Reactant: [F:1][C:2]1[CH:10]=[CH:9][C:8]2[N:7]([CH2:11][C:12]3[CH:21]=[CH:20][C:15]([C:16]([O:18][CH3:19])=[O:17])=[CH:14][CH:13]=3)[C:6]3[CH2:22][CH2:23][N:24]([CH2:27][CH2:28]O)[C:25](=[O:26])[C:5]=3[C:4]=2[CH:3]=1.CCN(C(C)C)C(C)C.CS(Cl)(=O)=O.[OH:44][CH2:45][C@H:46]1[CH2:50][CH2:49][CH2:48][NH:47]1. Product: [F:1][C:2]1[CH:10]=[CH:9][C:8]2[N:7]([CH2:11][C:12]3[CH:21]=[CH:20][C:15]([C:16]([O:18][CH3:19])=[O:17])=[CH:14][CH:13]=3)[C:6]3[CH2:22][CH2:23][N:24]([CH2:27][CH2:28][N:47]4[CH2:48][CH2:49][CH2:50][C@@H:46]4[CH2:45][OH:44])[C:25](=[O:26])[C:5]=3[C:4]=2[CH:3]=1. The catalyst class is: 10. (6) Reactant: [CH3:1][NH2:2].[CH2:3]([O:5][CH:6]([O:15][CH2:16][CH3:17])[C:7]1[CH:14]=[CH:13][C:10]([CH:11]=O)=[CH:9][CH:8]=1)[CH3:4].[BH4-].[Na+].[OH-].[Na+]. Product: [CH2:3]([O:5][CH:6]([O:15][CH2:16][CH3:17])[C:7]1[CH:14]=[CH:13][C:10]([CH2:11][NH:2][CH3:1])=[CH:9][CH:8]=1)[CH3:4]. The catalyst class is: 5. (7) Reactant: Cl[C:2]1[C:3]2[N:10]([CH2:11][CH3:12])[CH:9]=[CH:8][C:4]=2[N:5]=[CH:6][N:7]=1.[CH3:13][C:14]1[CH:15]=[C:16]([CH:18]=[CH:19][C:20]=1[O:21][C:22]1[CH:23]=[N:24][C:25]([CH3:28])=[CH:26][CH:27]=1)[NH2:17]. Product: [CH2:11]([N:10]1[C:3]2[C:2]([NH:17][C:16]3[CH:18]=[CH:19][C:20]([O:21][C:22]4[CH:23]=[N:24][C:25]([CH3:28])=[CH:26][CH:27]=4)=[C:14]([CH3:13])[CH:15]=3)=[N:7][CH:6]=[N:5][C:4]=2[CH:8]=[CH:9]1)[CH3:12]. The catalyst class is: 60. (8) Reactant: [H-].[H-].[H-].[H-].[Li+].[Al+3].[CH3:7][C:8]([O:11][C:12]([NH:14][C@@H:15]([C:19]([O-])=[O:20])[CH2:16][C:17]#[CH:18])=[O:13])([CH3:10])[CH3:9].C([O-])(O)=O.[Na+]. Product: [OH:20][CH2:19][C@H:15]([NH:14][C:12](=[O:13])[O:11][C:8]([CH3:9])([CH3:7])[CH3:10])[CH2:16][C:17]#[CH:18]. The catalyst class is: 30. (9) Reactant: [C:1]([O:5][C:6]([CH3:9])([CH3:8])[CH3:7])(=[O:4])[CH:2]=[CH2:3].C(OS([O-])(=O)=O)CCCCCCCCCCC.[Na+:27].[Na+].[CH:29]([S:31]([O-:34])(=[O:33])=[O:32])=[CH2:30].S(OOS([O-])(=O)=O)([O-])(=O)=O.[Na+].[Na+].C(=O)(O)[O-].[Na+].S(=O)(=O)(O)[O-].[Na+]. Product: [C:6]([O:5][C:1](=[O:4])[CH:2]=[CH2:3])([CH3:9])([CH3:8])[CH3:7].[CH:29]([S:31]([O-:34])(=[O:33])=[O:32])=[CH2:30].[Na+:27]. The catalyst class is: 6.